Task: Predict which catalyst facilitates the given reaction.. Dataset: Catalyst prediction with 721,799 reactions and 888 catalyst types from USPTO Reactant: [NH2:1][C@@H:2]1[C@@H:7]2[O:8][C@@H:4]([CH2:5][CH2:6]2)[C@@H:3]1[C:9]([O:11][CH3:12])=[O:10].CCN(CC)CC.[O:20](C(OC(C)(C)C)=O)[C:21]([O:23][C:24]([CH3:27])([CH3:26])[CH3:25])=O. Product: [C:24]([O:23][C:21]([NH:1][C@@H:2]1[C@@H:7]2[O:8][C@@H:4]([CH2:5][CH2:6]2)[C@@H:3]1[C:9]([O:11][CH3:12])=[O:10])=[O:20])([CH3:27])([CH3:26])[CH3:25]. The catalyst class is: 10.